Dataset: Full USPTO retrosynthesis dataset with 1.9M reactions from patents (1976-2016). Task: Predict the reactants needed to synthesize the given product. (1) The reactants are: [C:1]([O:4]C(=O)C)(=O)[CH3:2].[NH2:8][C:9]1[C:10]([CH3:17])=[C:11]([CH:14]=[CH:15][CH:16]=1)[CH2:12][OH:13].C([O-])(=O)C.[K+].[N:23](OCCCCC)=O.C1OCCOCCOCCOCCOCCOC1. Given the product [C:1]([N:8]1[C:9]2[CH:16]=[CH:15][CH:14]=[C:11]([CH2:12][OH:13])[C:10]=2[CH:17]=[N:23]1)(=[O:4])[CH3:2], predict the reactants needed to synthesize it. (2) Given the product [CH2:1]([O:8][C:9]1[CH:35]=[CH:34][C:12]([O:13][C:14]2[CH:19]=[CH:18][C:17]([CH2:20][C:21]([NH:23][C:24]3[CH:33]=[CH:32][CH:31]=[CH:30][C:25]=3[C:26]([OH:28])=[O:27])=[O:22])=[CH:16][CH:15]=2)=[CH:11][CH:10]=1)[C:2]1[CH:3]=[CH:4][CH:5]=[CH:6][CH:7]=1, predict the reactants needed to synthesize it. The reactants are: [CH2:1]([O:8][C:9]1[CH:35]=[CH:34][C:12]([O:13][C:14]2[CH:19]=[CH:18][C:17]([CH2:20][C:21]([NH:23][C:24]3[CH:33]=[CH:32][CH:31]=[CH:30][C:25]=3[C:26]([O:28]C)=[O:27])=[O:22])=[CH:16][CH:15]=2)=[CH:11][CH:10]=1)[C:2]1[CH:7]=[CH:6][CH:5]=[CH:4][CH:3]=1.CO.[OH-].[Li+].Cl. (3) Given the product [CH3:11][C:5]1[CH:6]=[C:7]([N+:8]([O-:10])=[O:9])[C:2]([NH:12][C:13]2[CH:18]=[CH:17][C:16]([CH2:19][CH2:20][OH:21])=[CH:15][CH:14]=2)=[N:3][CH:4]=1, predict the reactants needed to synthesize it. The reactants are: Cl[C:2]1[C:7]([N+:8]([O-:10])=[O:9])=[CH:6][C:5]([CH3:11])=[CH:4][N:3]=1.[NH2:12][C:13]1[CH:18]=[CH:17][C:16]([CH2:19][CH2:20][OH:21])=[CH:15][CH:14]=1. (4) Given the product [CH2:6]([O:5][C:3](=[O:4])[CH:2]([N:9]1[CH2:14][CH2:13][O:12][CH2:11][CH2:10]1)[CH3:8])[CH3:7], predict the reactants needed to synthesize it. The reactants are: Br[CH:2]([CH3:8])[C:3]([O:5][CH2:6][CH3:7])=[O:4].[NH:9]1[CH2:14][CH2:13][O:12][CH2:11][CH2:10]1. (5) Given the product [Cl:24][C:25]1[CH:33]=[CH:32][CH:31]=[C:30]([Cl:34])[C:26]=1[C:27]([N:1]1[C:9]2[CH:8]=[C:7]([N:10]([C:16]([CH3:23])([CH2:18][C:19]([CH3:22])([CH3:21])[CH3:20])[CH3:17])[C:11]([CH:13]3[CH2:14][CH2:15]3)=[O:12])[N:6]=[CH:5][C:4]=2[CH:3]=[CH:2]1)=[O:28], predict the reactants needed to synthesize it. The reactants are: [NH:1]1[C:9]2[CH:8]=[C:7]([N:10]([C:16]([CH3:23])([CH2:18][C:19]([CH3:22])([CH3:21])[CH3:20])[CH3:17])[C:11]([CH:13]3[CH2:15][CH2:14]3)=[O:12])[N:6]=[CH:5][C:4]=2[CH:3]=[CH:2]1.[Cl:24][C:25]1[CH:33]=[CH:32][CH:31]=[C:30]([Cl:34])[C:26]=1[C:27](Cl)=[O:28].ClC1C=CC=C(Cl)C=1C(N1C2C=CN=CC=2C=C1)=O. (6) Given the product [C:22]([O:24][CH2:25][CH3:26])(=[O:19])[CH3:23].[CH3:3][CH2:4][CH2:5][CH:6]([CH3:8])[CH3:7].[Cl:16][CH2:15][C@H:17]([OH:19])[CH2:18][C:2]1[CH:3]=[CH:4][C:5]([F:12])=[C:6]([C:8]([F:11])([F:10])[F:9])[CH:7]=1, predict the reactants needed to synthesize it. The reactants are: Br[C:2]1[CH:3]=[CH:4][C:5]([F:12])=[C:6]([C:8]([F:11])([F:10])[F:9])[CH:7]=1.[Mg].[Br-].[CH2:15]([C@@H:17]1[O:19][CH2:18]1)[Cl:16].[Cl-].[NH4+].[CH2:22]([O:24][CH2:25][CH3:26])[CH3:23]. (7) The reactants are: CN1CCOCC1.CN(C(ON1N=NC2C=CC=CC1=2)=[N+](C)C)C.[B-](F)(F)(F)F.[Cl:30][C:31]1[CH:32]=[C:33]2[C:37](=[C:38]([C:41]([OH:43])=O)[C:39]=1[F:40])[NH:36][CH:35]=[CH:34]2.[F:44][C:45]([F:68])([F:67])[C:46]1[CH:47]=[C:48]([CH2:52][CH2:53][NH:54][CH2:55][C:56]2[CH:61]=[CH:60][C:59]([C:62]3([C:65]#[N:66])[CH2:64][CH2:63]3)=[CH:58][CH:57]=2)[CH:49]=[CH:50][CH:51]=1. Given the product [C:65]([C:62]1([C:59]2[CH:58]=[CH:57][C:56]([CH2:55][N:54]([CH2:53][CH2:52][C:48]3[CH:49]=[CH:50][CH:51]=[C:46]([C:45]([F:67])([F:68])[F:44])[CH:47]=3)[C:41]([C:38]3[C:39]([F:40])=[C:31]([Cl:30])[CH:32]=[C:33]4[C:37]=3[NH:36][CH:35]=[CH:34]4)=[O:43])=[CH:61][CH:60]=2)[CH2:64][CH2:63]1)#[N:66], predict the reactants needed to synthesize it. (8) Given the product [CH3:13][C:11]1[CH:10]=[CH:9][N:8]=[C:7]([NH:6][C:17]([C:19]2[N:23]3[CH:24]=[CH:25][C:26]([CH3:28])=[CH:27][C:22]3=[N:21][C:20]=2[CH3:29])=[O:16])[CH:12]=1, predict the reactants needed to synthesize it. The reactants are: [Li]CCCC.[NH2:6][C:7]1[CH:12]=[C:11]([CH3:13])[CH:10]=[CH:9][N:8]=1.C([O:16][C:17]([C:19]1[N:23]2[CH:24]=[CH:25][C:26]([CH3:28])=[CH:27][C:22]2=[N:21][C:20]=1[CH3:29])=O)C.[Cl-].[NH4+]. (9) Given the product [NH2:33][C:29]1[C:28]([CH3:34])=[C:27]([C:9]2[CH:18]=[C:17]3[C:12]([CH:13]=[C:14]([NH:19][C:20]([CH:22]4[CH2:23][CH2:24]4)=[O:21])[N:15]=[CH:16]3)=[CH:11][CH:10]=2)[CH:32]=[N:31][CH:30]=1, predict the reactants needed to synthesize it. The reactants are: CC1(C)C(C)(C)OB([C:9]2[CH:18]=[C:17]3[C:12]([CH:13]=[C:14]([NH:19][C:20]([CH:22]4[CH2:24][CH2:23]4)=[O:21])[N:15]=[CH:16]3)=[CH:11][CH:10]=2)O1.Br[C:27]1[C:28]([CH3:34])=[C:29]([NH2:33])[CH:30]=[N:31][CH:32]=1.C(=O)([O-])[O-].[Cs+].[Cs+].O1CCOCC1.O.C(=O)(O)[O-].[Na+]. (10) The reactants are: [CH3:1][C:2]1[N:6]([CH3:7])[C:5](=[O:8])[N:4]([CH2:9][C:10]([O:12]C)=[O:11])[N:3]=1.[OH-].[Li+].Cl. Given the product [CH3:1][C:2]1[N:6]([CH3:7])[C:5](=[O:8])[N:4]([CH2:9][C:10]([OH:12])=[O:11])[N:3]=1, predict the reactants needed to synthesize it.